This data is from Reaction yield outcomes from USPTO patents with 853,638 reactions. The task is: Predict the reaction yield, written as a fraction of the theoretical maximum amount of product (1.0 means a 100% yield; for example, 0.34 means a 34% yield). (1) The catalyst is C(Cl)Cl. The product is [F:5][C:6]1[CH:14]=[CH:13][C:9]([C:10]([NH:2][CH3:1])=[O:11])=[CH:8][CH:7]=1. The yield is 0.940. The reactants are [CH3:1][NH2:2].[OH-].[Na+].[F:5][C:6]1[CH:14]=[CH:13][C:9]([C:10](Cl)=[O:11])=[CH:8][CH:7]=1. (2) The reactants are [C:1](#[N:5])[CH2:2][C:3]#[N:4].[H-].[Na+].Br[C:9]1[CH:14]=[CH:13][CH:12]=[CH:11][N:10]=1.Cl. The catalyst is O1CCCC1.O.C1C=CC([P]([Pd]([P](C2C=CC=CC=2)(C2C=CC=CC=2)C2C=CC=CC=2)([P](C2C=CC=CC=2)(C2C=CC=CC=2)C2C=CC=CC=2)[P](C2C=CC=CC=2)(C2C=CC=CC=2)C2C=CC=CC=2)(C2C=CC=CC=2)C2C=CC=CC=2)=CC=1. The product is [N:10]1[CH:11]=[CH:12][CH:13]=[CH:14][C:9]=1[CH:2]([C:1]#[N:5])[C:3]#[N:4]. The yield is 0.590. (3) The reactants are Cl[C:2]1[N:7]=[C:6]([C:8]2[CH:13]=[CH:12][C:11]([F:14])=[C:10]([Cl:15])[CH:9]=2)[C:5]([CH3:16])=[CH:4][N:3]=1.[CH3:17][N:18]([CH:26]1[CH2:31][CH2:30][N:29]([CH3:32])[CH2:28][CH2:27]1)[C:19]1[CH:24]=[CH:23][C:22]([NH2:25])=[CH:21][CH:20]=1. The catalyst is C(Cl)Cl.CO. The product is [Cl:15][C:10]1[CH:9]=[C:8]([C:6]2[C:5]([CH3:16])=[CH:4][N:3]=[C:2]([NH:25][C:22]3[CH:21]=[CH:20][C:19]([N:18]([CH3:17])[CH:26]4[CH2:31][CH2:30][N:29]([CH3:32])[CH2:28][CH2:27]4)=[CH:24][CH:23]=3)[N:7]=2)[CH:13]=[CH:12][C:11]=1[F:14]. The yield is 0.250.